This data is from Peptide-MHC class II binding affinity with 134,281 pairs from IEDB. The task is: Regression. Given a peptide amino acid sequence and an MHC pseudo amino acid sequence, predict their binding affinity value. This is MHC class II binding data. (1) The peptide sequence is KKRNLTIMDLHPGSG. The MHC is DRB1_0701 with pseudo-sequence DRB1_0701. The binding affinity (normalized) is 0. (2) The peptide sequence is LTQPLQQLTSLFSQV. The MHC is DRB1_1201 with pseudo-sequence DRB1_1201. The binding affinity (normalized) is 0.547.